This data is from Reaction yield outcomes from USPTO patents with 853,638 reactions. The task is: Predict the reaction yield, written as a fraction of the theoretical maximum amount of product (1.0 means a 100% yield; for example, 0.34 means a 34% yield). (1) The reactants are [F:1][C:2]([F:12])([F:11])[C:3]1[CH:4]=[C:5]([CH:8]=[CH:9][CH:10]=1)[CH2:6][NH2:7].[Cl:13][C:14]1[CH:19]=[CH:18][C:17]([C:20]2[C:24]([CH2:25][CH2:26][C:27](O)=[O:28])=[CH:23][O:22][N:21]=2)=[CH:16][CH:15]=1.O.ON1C2C=CC=CC=2N=N1.Cl.C(N=C=NCCCN(C)C)C. The yield is 0.870. The product is [F:1][C:2]([F:11])([F:12])[C:3]1[CH:4]=[C:5]([CH:8]=[CH:9][CH:10]=1)[CH2:6][NH:7][C:27](=[O:28])[CH2:26][CH2:25][C:24]1[C:20]([C:17]2[CH:18]=[CH:19][C:14]([Cl:13])=[CH:15][CH:16]=2)=[N:21][O:22][CH:23]=1. The catalyst is O.CN(C)C=O. (2) The reactants are [Br:1][C:2]1[N:3]([CH2:16][CH2:17][CH3:18])[C:4]([C:9]([O:11][CH2:12][CH2:13][CH2:14][CH3:15])=[O:10])=[C:5]([CH:7]=[O:8])[N:6]=1.[Cl:19][C:20]1[CH:25]=[CH:24][C:23]([Mg]Br)=[CH:22][CH:21]=1.CCOCC.[NH4+].[Cl-]. The catalyst is C1COCC1. The product is [Br:1][C:2]1[N:3]([CH2:16][CH2:17][CH3:18])[C:4]([C:9]([O:11][CH2:12][CH2:13][CH2:14][CH3:15])=[O:10])=[C:5]([CH:7]([C:23]2[CH:24]=[CH:25][C:20]([Cl:19])=[CH:21][CH:22]=2)[OH:8])[N:6]=1. The yield is 0.850. (3) The reactants are C(OC(=O)[NH:7][CH:8]([C:12]([N:14]1[CH2:18][CH2:17][CH2:16][CH:15]1[CH2:19][O:20][CH2:21][C:22]1[CH:27]=[CH:26][CH:25]=[CH:24][CH:23]=1)=[O:13])[CH:9]([CH3:11])[CH3:10])(C)(C)C.C(O)(C(F)(F)F)=O. The catalyst is C(Cl)Cl. The product is [NH2:7][CH:8]([CH:9]([CH3:11])[CH3:10])[C:12]([N:14]1[CH2:18][CH2:17][CH2:16][CH:15]1[CH2:19][O:20][CH2:21][C:22]1[CH:27]=[CH:26][CH:25]=[CH:24][CH:23]=1)=[O:13]. The yield is 0.870. (4) The reactants are [OH:1][CH:2]([C:4]1[C:9]([N+:10]([O-:12])=[O:11])=[CH:8][CH:7]=[CH:6][C:5]=1[OH:13])[CH3:3].C(=O)([O-])[O-].[K+].[K+].[CH3:20][O:21][C:22]1[CH:29]=[CH:28][C:25]([CH2:26]Cl)=[CH:24][CH:23]=1. The catalyst is CC(C)=O. The product is [CH3:20][O:21][C:22]1[CH:29]=[CH:28][C:25]([CH2:26][O:13][C:5]2[CH:6]=[CH:7][CH:8]=[C:9]([N+:10]([O-:12])=[O:11])[C:4]=2[CH:2]([OH:1])[CH3:3])=[CH:24][CH:23]=1. The yield is 0.410. (5) The reactants are C(N(CC)CC)C.[N:8]1([CH2:14][C:15]2[CH:20]=[CH:19][C:18]([NH2:21])=[CH:17][CH:16]=2)[CH2:13][CH2:12][O:11][CH2:10][CH2:9]1.[C:22](Cl)(Cl)=[S:23].[OH-].[Na+]. The catalyst is O1CCCC1. The product is [N:21]([C:18]1[CH:19]=[CH:20][C:15]([CH2:14][N:8]2[CH2:13][CH2:12][O:11][CH2:10][CH2:9]2)=[CH:16][CH:17]=1)=[C:22]=[S:23]. The yield is 0.910. (6) The reactants are Br[CH2:2][C:3]([CH3:5])=[CH2:4].CN(C=O)C.[CH3:11][C:12]1[C:17]([CH3:18])=[CH:16][C:15]([CH3:19])=[CH:14][C:13]=1[OH:20].C(=O)([O-])[O-].[K+].[K+]. The catalyst is O.C(OCC)(=O)C. The product is [CH3:18][C:17]1[CH:16]=[C:15]([CH3:19])[CH:14]=[C:13]([O:20][CH2:4][C:3]([CH3:5])=[CH2:2])[C:12]=1[CH3:11]. The yield is 0.960. (7) The reactants are [OH-].[Na+].[OH:3][C:4]1[C:9]([O:10][CH2:11][CH2:12][O:13][CH2:14][CH2:15][O:16][CH2:17][CH2:18][O:19][CH3:20])=[CH:8][CH:7]=[CH:6][C:5]=1[C:21]1[S:22][CH2:23][C@:24]([CH3:31])([C:26]([O:28]CC)=[O:27])[N:25]=1. The catalyst is CO. The product is [OH:3][C:4]1[C:9]([O:10][CH2:11][CH2:12][O:13][CH2:14][CH2:15][O:16][CH2:17][CH2:18][O:19][CH3:20])=[CH:8][CH:7]=[CH:6][C:5]=1[C:21]1[S:22][CH2:23][C@:24]([CH3:31])([C:26]([OH:28])=[O:27])[N:25]=1. The yield is 0.600. (8) The reactants are Cl[CH2:2][CH2:3][CH2:4][N:5]1[CH2:9][CH:8]2[CH2:10][CH2:11][O:12][C:13](=[O:14])[CH:7]2[CH2:6]1.C([O-])([O-])=O.[K+].[K+].[F:21][C:22]1[CH:27]=[CH:26][C:25]([NH:28][C:29]2[C:38]3[C:33](=[CH:34][C:35]([O:40][CH3:41])=[C:36]([OH:39])[CH:37]=3)[N:32]=[CH:31][N:30]=2)=[CH:24][CH:23]=1.C(Cl)Cl. The catalyst is CN(C=O)C.[I-].C([N+](CCCC)(CCCC)CCCC)CCC. The product is [F:21][C:22]1[CH:23]=[CH:24][C:25]([NH:28][C:29]2[C:38]3[C:33](=[CH:34][C:35]([O:40][CH3:41])=[C:36]([O:39][CH2:2][CH2:3][CH2:4][N:5]4[CH2:9][CH:8]5[CH2:10][CH2:11][O:12][C:13](=[O:14])[CH:7]5[CH2:6]4)[CH:37]=3)[N:32]=[CH:31][N:30]=2)=[CH:26][CH:27]=1. The yield is 0.325. (9) The reactants are C([O:3][C:4]([C:6]1[C:7]([C:23]2[CH:28]=[CH:27][N:26]=[CH:25][CH:24]=2)=[N:8][N:9]([C:12]2[CH:17]=[CH:16][CH:15]=[C:14]([O:18][C:19]([F:22])([F:21])[F:20])[CH:13]=2)[C:10]=1[CH3:11])=[O:5])C.O.[OH-].[Li+]. The catalyst is C1COCC1.CO.O.CCOC(C)=O. The product is [CH3:11][C:10]1[N:9]([C:12]2[CH:17]=[CH:16][CH:15]=[C:14]([O:18][C:19]([F:21])([F:20])[F:22])[CH:13]=2)[N:8]=[C:7]([C:23]2[CH:28]=[CH:27][N:26]=[CH:25][CH:24]=2)[C:6]=1[C:4]([OH:5])=[O:3]. The yield is 0.760. (10) The reactants are [Br:1][C:2]1[CH:3]=[C:4]([N+:13]([O-])=O)[C:5]([CH3:12])=[C:6]([CH:11]=1)[C:7]([O:9][CH3:10])=[O:8].[Cl-].[NH4+].O. The catalyst is CO.[Fe]. The product is [NH2:13][C:4]1[C:5]([CH3:12])=[C:6]([CH:11]=[C:2]([Br:1])[CH:3]=1)[C:7]([O:9][CH3:10])=[O:8]. The yield is 0.510.